This data is from Reaction yield outcomes from USPTO patents with 853,638 reactions. The task is: Predict the reaction yield, written as a fraction of the theoretical maximum amount of product (1.0 means a 100% yield; for example, 0.34 means a 34% yield). (1) The reactants are [CH3:1][O:2][C:3]1[N:8]=[CH:7][C:6]([CH:9]=O)=[CH:5][CH:4]=1.[CH3:11][O:12][C:13]([CH:15]=P(C1C=CC=CC=1)(C1C=CC=CC=1)C1C=CC=CC=1)=[O:14].O. The catalyst is C(Cl)Cl. The product is [CH3:11][O:12][C:13](=[O:14])[CH:15]=[CH:9][C:6]1[CH:7]=[N:8][C:3]([O:2][CH3:1])=[CH:4][CH:5]=1. The yield is 0.738. (2) The reactants are [CH3:1][O:2][C:3]1[CH:4]=[C:5]([CH:11]=[CH:12][C:13]=1[O:14][CH3:15])[CH2:6][C:7](=[CH2:10])[CH:8]=[O:9].Cl([O-])=[O:17].[Na+]. The catalyst is C(O)(C)(C)C.CC(=CC)C.O. The product is [CH3:1][O:2][C:3]1[CH:4]=[C:5]([CH:11]=[CH:12][C:13]=1[O:14][CH3:15])[CH2:6][C:7](=[CH2:10])[C:8]([OH:17])=[O:9]. The yield is 0.600. (3) The reactants are [CH2:1]([O:3][CH2:4][C:5]12O[CH:8]([CH:9]=[CH:10]1)[CH:7]1[C:12]([O:14][C:15](=[O:16])[CH:6]21)=[O:13])[CH3:2].C[O-:18].[Na+:19]. The catalyst is CO. The product is [Na+:19].[Na+:19].[CH2:1]([O:3][CH2:4][C:5]1[CH:10]=[CH:9][CH:8]=[C:7]([C:12]([O-:18])=[O:13])[C:6]=1[C:15]([O-:14])=[O:16])[CH3:2]. The yield is 0.370. (4) The reactants are [CH:1](NC(C)C)([CH3:3])[CH3:2].C(=O)=O.CC(C)=O.C([Li])CCC.[CH2:20]([O:22][C:23]([CH:25]1[CH2:30][CH2:29][N:28]([C:31]([O:33][C:34]([CH3:37])([CH3:36])[CH3:35])=[O:32])[CH2:27][CH2:26]1)=[O:24])[CH3:21].C(I)C=C. The catalyst is C1COCC1.CCCCCC.CN(P(N(C)C)(N(C)C)=O)C. The product is [CH2:20]([O:22][C:23]([C:25]1([CH2:3][CH:1]=[CH2:2])[CH2:30][CH2:29][N:28]([C:31]([O:33][C:34]([CH3:36])([CH3:35])[CH3:37])=[O:32])[CH2:27][CH2:26]1)=[O:24])[CH3:21]. The yield is 1.00. (5) The reactants are FC(F)(F)C(O)=O.[F:8][C:9]1[CH:40]=[CH:39][C:12]([C:13]([N:15]2[CH2:20][CH2:19][C:18]([CH2:22][N:23]3[C:28](=[O:29])[C:27]4[CH:30]=[CH:31][N:32]([CH:33]5[CH2:38][CH2:37][NH:36][CH2:35][CH2:34]5)[C:26]=4[N:25]=[CH:24]3)([OH:21])[CH2:17][CH2:16]2)=[O:14])=[CH:11][CH:10]=1.C(N(CC)CC)C.[CH3:48][NH:49][C:50](Cl)=[O:51]. The catalyst is ClCCl. The product is [F:8][C:9]1[CH:40]=[CH:39][C:12]([C:13]([N:15]2[CH2:16][CH2:17][C:18]([CH2:22][N:23]3[C:28](=[O:29])[C:27]4[CH:30]=[CH:31][N:32]([CH:33]5[CH2:38][CH2:37][N:36]([C:50]([NH:49][CH3:48])=[O:51])[CH2:35][CH2:34]5)[C:26]=4[N:25]=[CH:24]3)([OH:21])[CH2:19][CH2:20]2)=[O:14])=[CH:11][CH:10]=1. The yield is 0.390. (6) The product is [CH3:16][C:4]1[C:5]([C:8]2[S:12][C:11]([C:13]([N:19]3[CH2:24][CH2:23][C@H:22]([OH:25])[C@H:21]([OH:26])[CH2:20]3)=[O:15])=[CH:10][CH:9]=2)=[N:6][O:7][C:3]=1[C:2]([F:1])([F:18])[F:17]. The yield is 0.810. The reactants are [F:1][C:2]([F:18])([F:17])[C:3]1[O:7][N:6]=[C:5]([C:8]2[S:12][C:11]([C:13]([OH:15])=O)=[CH:10][CH:9]=2)[C:4]=1[CH3:16].[NH:19]1[CH2:24][CH2:23][C@H:22]([OH:25])[C@H:21]([OH:26])[CH2:20]1.C1COCC1.CN(C=O)C. The catalyst is C(N(CC)CC)C. (7) The reactants are Cl[C:2]1[CH:7]=[CH:6][N:5]=[C:4]([NH2:8])[CH:3]=1.[F:9][C:10]1[CH:15]=[C:14]([N+:16]([O-:18])=[O:17])[CH:13]=[CH:12][C:11]=1[OH:19].C(=O)([O-])[O-].[K+].[K+]. The catalyst is C1(OC2C=CC=CC=2)C=CC=CC=1. The product is [F:9][C:10]1[CH:15]=[C:14]([N+:16]([O-:18])=[O:17])[CH:13]=[CH:12][C:11]=1[O:19][C:2]1[CH:7]=[CH:6][N:5]=[C:4]([NH2:8])[CH:3]=1. The yield is 0.540. (8) The reactants are Cl.[F:2][C:3]1[CH:4]=[CH:5][C:6]2=[C:7]([CH:40]=1)[O:8][CH2:9][C:10]1[C:38]([F:39])=[CH:37][CH:36]=[CH:35][C:11]=1/[C:12]/2=[CH:13]\[C:14]1[CH:34]=[CH:33][C:17]2[N:18]([C@H:24]([CH3:32])[CH2:25][N:26]3[CH2:31][CH2:30][O:29][CH2:28][CH2:27]3)/[C:19](=[N:21]/[C:22]#[N:23])/[NH:20][C:16]=2[CH:15]=1.[O:41]1CCOCC1. No catalyst specified. The product is [F:2][C:3]1[CH:4]=[CH:5][C:6]2=[C:7]([CH:40]=1)[O:8][CH2:9][C:10]1[C:38]([F:39])=[CH:37][CH:36]=[CH:35][C:11]=1/[C:12]/2=[CH:13]\[C:14]1[CH:34]=[CH:33][C:17]2[N:18]([C@H:24]([CH3:32])[CH2:25][N:26]3[CH2:31][CH2:30][O:29][CH2:28][CH2:27]3)/[C:19](=[N:21]/[C:22]([NH2:23])=[O:41])/[NH:20][C:16]=2[CH:15]=1. The yield is 0.380.